From a dataset of Peptide-MHC class I binding affinity with 185,985 pairs from IEDB/IMGT. Regression. Given a peptide amino acid sequence and an MHC pseudo amino acid sequence, predict their binding affinity value. This is MHC class I binding data. (1) The peptide sequence is LPHLCLDYKV. The MHC is HLA-B35:01 with pseudo-sequence HLA-B35:01. The binding affinity (normalized) is 0.148. (2) The peptide sequence is KRINSLIKY. The MHC is HLA-A31:01 with pseudo-sequence HLA-A31:01. The binding affinity (normalized) is 0.0847. (3) The peptide sequence is SRRLLGTFTW. The MHC is Mamu-B17 with pseudo-sequence Mamu-B17. The binding affinity (normalized) is 0.569. (4) The peptide sequence is YPGNTFVNF. The MHC is HLA-B07:02 with pseudo-sequence HLA-B07:02. The binding affinity (normalized) is 0.731. (5) The peptide sequence is TVNVILRPK. The MHC is HLA-A26:01 with pseudo-sequence HLA-A26:01. The binding affinity (normalized) is 0.0847. (6) The peptide sequence is IVYVPEPM. The MHC is H-2-Kb with pseudo-sequence H-2-Kb. The binding affinity (normalized) is 0.572. (7) The peptide sequence is ILLLCLIFLL. The MHC is HLA-A01:01 with pseudo-sequence HLA-A01:01. The binding affinity (normalized) is 0.686. (8) The peptide sequence is WILRHPGF. The MHC is H-2-Db with pseudo-sequence H-2-Db. The binding affinity (normalized) is 0. (9) The peptide sequence is APFARLLNL. The MHC is HLA-A03:01 with pseudo-sequence HLA-A03:01. The binding affinity (normalized) is 0.0847. (10) The peptide sequence is SVLTSRGGI. The MHC is H-2-Kd with pseudo-sequence H-2-Kd. The binding affinity (normalized) is 0.377.